Task: Predict the reaction yield, written as a fraction of the theoretical maximum amount of product (1.0 means a 100% yield; for example, 0.34 means a 34% yield).. Dataset: Reaction yield outcomes from USPTO patents with 853,638 reactions (1) The reactants are [NH2:1][C:2]1[CH:3]=[C:4]([CH:9]=[CH:10][C:11]=1[CH:12]1[CH2:15][CH2:14][CH2:13]1)[C:5]([O:7]C)=[O:6].[OH-].[Na+].CO. The catalyst is O. The product is [NH2:1][C:2]1[CH:3]=[C:4]([CH:9]=[CH:10][C:11]=1[CH:12]1[CH2:13][CH2:14][CH2:15]1)[C:5]([OH:7])=[O:6]. The yield is 0.540. (2) The reactants are [N:1]([C:4]1[CH:9]=[CH:8][C:7]([C:10]([F:13])([F:12])[F:11])=[CH:6][C:5]=1[Cl:14])=[N+:2]=[N-:3].[Cl:15][C:16]1[CH:17]=[CH:18][C:19]([O:25][CH3:26])=[C:20]([CH2:22][C:23]#[N:24])[CH:21]=1.C[O-].[Na+]. The catalyst is C(O)C.C(OCC)(=O)C. The product is [Cl:15][C:16]1[CH:17]=[CH:18][C:19]([O:25][CH3:26])=[C:20]([C:22]2[N:3]=[N:2][N:1]([C:4]3[CH:9]=[CH:8][C:7]([C:10]([F:12])([F:13])[F:11])=[CH:6][C:5]=3[Cl:14])[C:23]=2[NH2:24])[CH:21]=1. The yield is 0.500. (3) The product is [CH2:3]([N:10]([CH2:30][CH2:31][N:32]([CH3:34])[CH3:33])[C:11]([CH2:13][N:14]([C:21]1[CH:29]=[CH:28][CH:27]=[C:26]2[C:22]=1[CH2:23][N:24]([CH3:38])[CH2:25]2)[C:15](=[O:20])[C:16]([F:17])([F:18])[F:19])=[O:12])[C:4]1[CH:9]=[CH:8][CH:7]=[CH:6][CH:5]=1. The catalyst is CO.O. The reactants are Cl.Cl.[CH2:3]([N:10]([CH2:30][CH2:31][N:32]([CH3:34])[CH3:33])[C:11]([CH2:13][N:14]([C:21]1[CH:29]=[CH:28][CH:27]=[C:26]2[C:22]=1[CH2:23][NH:24][CH2:25]2)[C:15](=[O:20])[C:16]([F:19])([F:18])[F:17])=[O:12])[C:4]1[CH:9]=[CH:8][CH:7]=[CH:6][CH:5]=1.C=O.[BH3-][C:38]#N.[Na+].C([O-])(O)=O.[Na+]. The yield is 0.730. (4) The reactants are [F:1][C:2]1[CH:3]=[C:4]([C:9]2([O:14][CH3:15])[CH2:13][CH2:12][NH:11][CH2:10]2)[CH:5]=[CH:6][C:7]=1[F:8].[H-].[Na+].[CH2:18](Br)[C:19]1[CH:24]=[CH:23][CH:22]=[CH:21][CH:20]=1. The catalyst is CN(C)C=O. The product is [CH2:18]([N:11]1[CH2:12][CH2:13][C:9]([C:4]2[CH:5]=[CH:6][C:7]([F:8])=[C:2]([F:1])[CH:3]=2)([O:14][CH3:15])[CH2:10]1)[C:19]1[CH:24]=[CH:23][CH:22]=[CH:21][CH:20]=1. The yield is 0.550.